From a dataset of Full USPTO retrosynthesis dataset with 1.9M reactions from patents (1976-2016). Predict the reactants needed to synthesize the given product. (1) The reactants are: [F:1][CH:2]([F:27])[O:3][C:4]1[C:5]([C:10]([NH:13][C:14]2[N:15]=[N:16][C:17]([C:20]3[S:21][C:22]([C:25]#[N:26])=[CH:23][N:24]=3)=[CH:18][N:19]=2)([CH3:12])[CH3:11])=[N:6][CH:7]=[CH:8][CH:9]=1.C([O-])([O-])=[O:29].[K+].[K+].CS(C)=O.OO. Given the product [F:27][CH:2]([F:1])[O:3][C:4]1[C:5]([C:10]([NH:13][C:14]2[N:15]=[N:16][C:17]([C:20]3[S:21][C:22]([C:25]([NH2:26])=[O:29])=[CH:23][N:24]=3)=[CH:18][N:19]=2)([CH3:12])[CH3:11])=[N:6][CH:7]=[CH:8][CH:9]=1, predict the reactants needed to synthesize it. (2) Given the product [OH:41][CH2:38][C:39]#[C:40][C:2]1[CH:3]=[C:4]2[C:9](=[CH:10][C:11]=1[O:12][CH:13]1[CH2:14][CH2:15][N:16]([C:19]([O:21][C:22]([CH3:24])([CH3:25])[CH3:23])=[O:20])[CH2:17][CH2:18]1)[N:8]=[C:7]([NH:26][C:27]1[CH:32]=[CH:31][CH:30]=[C:29]([C:33]3[O:37][CH:36]=[N:35][CH:34]=3)[CH:28]=1)[N:6]=[CH:5]2, predict the reactants needed to synthesize it. The reactants are: Br[C:2]1[CH:3]=[C:4]2[C:9](=[CH:10][C:11]=1[O:12][CH:13]1[CH2:18][CH2:17][N:16]([C:19]([O:21][C:22]([CH3:25])([CH3:24])[CH3:23])=[O:20])[CH2:15][CH2:14]1)[N:8]=[C:7]([NH:26][C:27]1[CH:32]=[CH:31][CH:30]=[C:29]([C:33]3[O:37][CH:36]=[N:35][CH:34]=3)[CH:28]=1)[N:6]=[CH:5]2.[CH2:38]([OH:41])[C:39]#[CH:40]. (3) Given the product [C:24]([O:23][N:22]=[C:9]([C:3]1[C:2]([Cl:1])=[CH:7][C:6]([Cl:8])=[CH:5][N:4]=1)[CH2:10][NH2:11])([CH3:27])([CH3:25])[CH3:26], predict the reactants needed to synthesize it. The reactants are: [Cl:1][C:2]1[C:3]([C:9](=[N:22][O:23][C:24]([CH3:27])([CH3:26])[CH3:25])[CH2:10][N:11]2C(=O)C3=CC=CC=C3C2=O)=[N:4][CH:5]=[C:6]([Cl:8])[CH:7]=1.O.NN. (4) Given the product [O:60]1[CH2:61][CH2:62][CH:57]([NH:56][C:21]([C:17]2[S:16][C:15]([CH2:14][CH2:13][C:12]3[C:8]([C:5]4[CH:4]=[CH:3][C:2]([F:1])=[CH:7][N:6]=4)=[N:9][O:10][C:11]=3[CH3:24])=[N:19][C:18]=2[CH3:20])=[O:23])[CH2:58][CH2:59]1, predict the reactants needed to synthesize it. The reactants are: [F:1][C:2]1[CH:3]=[CH:4][C:5]([C:8]2[C:12]([CH2:13][CH2:14][C:15]3[S:16][C:17]([C:21]([OH:23])=O)=[C:18]([CH3:20])[N:19]=3)=[C:11]([CH3:24])[O:10][N:9]=2)=[N:6][CH:7]=1.F[B-](F)(F)F.N1(OC(N(C)C)=[N+](C)C)C2C=CC=CC=2N=N1.C(N(CC)C(C)C)(C)C.[NH2:56][CH:57]1[CH2:62][CH2:61][O:60][CH2:59][CH2:58]1. (5) Given the product [CH3:12][S:11][C:8]1[S:9][C:10]2[C:2]([C:13]#[N:14])=[CH:3][CH:4]=[CH:5][C:6]=2[N:7]=1, predict the reactants needed to synthesize it. The reactants are: Br[C:2]1[C:10]2[S:9][C:8]([S:11][CH3:12])=[N:7][C:6]=2[CH:5]=[CH:4][CH:3]=1.[C:13]([Cu])#[N:14]. (6) Given the product [Cl:2][C:3]1[N:4]=[C:5]([C:9]2[CH:10]=[N:11][CH:12]=[CH:13][CH:14]=2)[S:6][C:7]=1[NH:8][C:23](=[O:24])[CH:22]([CH3:21])[CH2:26][S:27][CH3:28], predict the reactants needed to synthesize it. The reactants are: Cl.[Cl:2][C:3]1[N:4]=[C:5]([C:9]2[CH:10]=[N:11][CH:12]=[CH:13][CH:14]=2)[S:6][C:7]=1[NH2:8].N1C=CC=CC=1.[CH3:21][CH:22]([CH2:26][S:27][CH3:28])[C:23](Cl)=[O:24].O.